This data is from Forward reaction prediction with 1.9M reactions from USPTO patents (1976-2016). The task is: Predict the product of the given reaction. (1) Given the reactants [CH:1]([N:4]1[C:9](=[O:10])[C:8]([C:11]2[N:15]([C:16]3[CH:23]=[CH:22][C:19]([C:20]#[N:21])=[CH:18][CH:17]=3)[N:14]=[CH:13][CH:12]=2)=[C:7]([CH3:24])[N:6]([C:25]2[CH:30]=[CH:29][CH:28]=[C:27]([C:31]([F:34])([F:33])[F:32])[CH:26]=2)[C:5]1=[O:35])([CH3:3])[CH3:2].[I:36]I.[N+]([O-])([O-])=O.[NH4+].[Ce].S([O-])(O)=O.[Na+], predict the reaction product. The product is: [I:36][C:12]1[CH:13]=[N:14][N:15]([C:16]2[CH:17]=[CH:18][C:19]([C:20]#[N:21])=[CH:22][CH:23]=2)[C:11]=1[C:8]1[C:9](=[O:10])[N:4]([CH:1]([CH3:3])[CH3:2])[C:5](=[O:35])[N:6]([C:25]2[CH:30]=[CH:29][CH:28]=[C:27]([C:31]([F:34])([F:33])[F:32])[CH:26]=2)[C:7]=1[CH3:24]. (2) Given the reactants COP([CH2:7][C:8](=[O:21])[C@@H:9]([NH:13][C:14](=[O:20])[O:15][C:16]([CH3:19])([CH3:18])[CH3:17])[CH2:10][CH:11]=[CH2:12])(OC)=O.[CH:22]([C:24]1[CH:29]=[CH:28][C:27]([NH:30][C:31](=[O:34])[O:32][CH3:33])=[CH:26][C:25]=1[N+:35]([O-:37])=[O:36])=O.C([O-])([O-])=O.[K+].[K+], predict the reaction product. The product is: [C:16]([O:15][C:14]([NH:13][C@@H:9]([CH2:10][CH:11]=[CH2:12])[C:8](=[O:21])/[CH:7]=[CH:22]/[C:24]1[CH:29]=[CH:28][C:27]([NH:30][C:31](=[O:34])[O:32][CH3:33])=[CH:26][C:25]=1[N+:35]([O-:37])=[O:36])=[O:20])([CH3:17])([CH3:18])[CH3:19]. (3) Given the reactants [CH2:1]([N:8]1[CH2:12][CH:11]([N:13](C(OC(C)(C)C)=O)[CH2:14][C:15]2[CH:20]=[CH:19][C:18]([F:21])=[CH:17][C:16]=2[F:22])[CH2:10][CH:9]1[C:30](O)=[O:31])[C:2]1[CH:7]=[CH:6][CH:5]=[CH:4][CH:3]=1.[F:33][C:34]1[CH:39]=[CH:38][CH:37]=[CH:36][C:35]=1[N:40]1[CH2:45][CH2:44][NH:43][CH2:42][CH2:41]1, predict the reaction product. The product is: [CH2:1]([N:8]1[CH2:12][C@@H:11]([NH:13][CH2:14][C:15]2[CH:20]=[CH:19][C:18]([F:21])=[CH:17][C:16]=2[F:22])[CH2:10][C@H:9]1[C:30]([N:43]1[CH2:44][CH2:45][N:40]([C:35]2[CH:36]=[CH:37][CH:38]=[CH:39][C:34]=2[F:33])[CH2:41][CH2:42]1)=[O:31])[C:2]1[CH:7]=[CH:6][CH:5]=[CH:4][CH:3]=1. (4) Given the reactants Br[C:2]1[CH:11]=[CH:10][C:5]([C:6]([O:8][CH3:9])=[O:7])=[CH:4][C:3]=1[F:12].[CH3:13][N:14]1[CH:18]=[C:17](B2OC(C)(C)C(C)(C)O2)[CH:16]=[N:15]1.[O-]P([O-])([O-])=O.[K+].[K+].[K+], predict the reaction product. The product is: [F:12][C:3]1[CH:4]=[C:5]([CH:10]=[CH:11][C:2]=1[C:17]1[CH:16]=[N:15][N:14]([CH3:13])[CH:18]=1)[C:6]([O:8][CH3:9])=[O:7]. (5) Given the reactants [Br:1][C:2]1[CH:7]=[C:6]([C:8]([OH:10])=O)[CH:5]=[CH:4][C:3]=1[C:11]1[CH:16]=[C:15]([C:17]([F:20])([F:19])[F:18])[CH:14]=[C:13]([C:21]([F:24])([F:23])[F:22])[CH:12]=1.CCN=C=N[CH2:30][CH2:31][CH2:32][N:33]([CH3:35])C.Cl.O[N:38]1[C:42]2[CH:43]=[CH:44][CH:45]=CC=2N=N1.[CH3:47]N(C=O)C, predict the reaction product. The product is: [Br:1][C:2]1[CH:7]=[C:6]([C:8]([N:38]2[CH2:45][CH2:44][CH:43]([C:47]3[CH:35]=[N:33][CH:32]=[CH:31][CH:30]=3)[CH2:42]2)=[O:10])[CH:5]=[CH:4][C:3]=1[C:11]1[CH:16]=[C:15]([C:17]([F:20])([F:19])[F:18])[CH:14]=[C:13]([C:21]([F:24])([F:23])[F:22])[CH:12]=1. (6) The product is: [Br:31][C:28]1[CH:27]=[CH:26][C:25]([CH2:24][C:19]2[C:20](=[O:21])[N:5]([C:6]3[N:11]=[CH:10][C:9]([O:12][CH3:13])=[CH:8][N:7]=3)[C:14]([CH3:15])=[N:17][C:18]=2[CH2:32][CH2:33][CH2:34][CH3:35])=[CH:30][CH:29]=1. Given the reactants C[Al](C)C.[NH2:5][C:6]1[N:11]=[CH:10][C:9]([O:12][CH3:13])=[CH:8][N:7]=1.[C:14]([NH:17]/[C:18](/[CH2:32][CH2:33][CH2:34][CH3:35])=[C:19](/[CH2:24][C:25]1[CH:30]=[CH:29][C:28]([Br:31])=[CH:27][CH:26]=1)\[C:20](OC)=[O:21])(=O)[CH3:15].[Cl-].[NH4+], predict the reaction product. (7) Given the reactants C1(CCN2C3C(=CC=CC=3)C(O)(C3C(O)=CC4OCOC=4C=3)C2=O)CC1.[F:27][C:28]1[CH:29]=[CH:30][CH:31]=[C:32]2[C:36]=1[NH:35][C:34](=[O:37])[C:33]2(O)[C:38]1[C:46]([OH:47])=[CH:45][C:41]2[O:42][CH2:43][O:44][C:40]=2[CH:39]=1, predict the reaction product. The product is: [F:27][C:28]1[CH:29]=[CH:30][CH:31]=[C:32]2[C:36]=1[NH:35][C:34](=[O:37])[CH:33]2[C:38]1[C:46]([OH:47])=[CH:45][C:41]2[O:42][CH2:43][O:44][C:40]=2[CH:39]=1. (8) Given the reactants [OH:1][CH2:2][C:3]1([CH2:7][O:8][C:9]2[C:14]([O:15][CH3:16])=[C:13]([O:17][CH3:18])[CH:12]=[CH:11][C:10]=2[C:19]2[CH:27]=[CH:26][CH:25]=[C:24]3[C:20]=2[CH2:21][CH2:22][C:23]3=[O:28])[CH2:6][O:5][CH2:4]1.C(N(CC)CC)C.[CH2:36]([N:38]=[C:39]=[O:40])[CH3:37], predict the reaction product. The product is: [CH3:16][O:15][C:14]1[C:13]([O:17][CH3:18])=[CH:12][CH:11]=[C:10]([C:19]2[CH:27]=[CH:26][CH:25]=[C:24]3[C:20]=2[CH2:21][CH2:22][C:23]3=[O:28])[C:9]=1[O:8][CH2:7][C:3]1([CH2:2][O:1][C:39](=[O:40])[NH:38][CH2:36][CH3:37])[CH2:4][O:5][CH2:6]1. (9) Given the reactants C([NH:5][S:6]([C:9]1[CH:14]=[CH:13][C:12]([C:15]2[C:16](=[O:33])[N:17]([C:27]3[CH:32]=[CH:31][CH:30]=[CH:29][CH:28]=3)[CH:18]=[C:19]([C:21]3[CH:26]=[CH:25][CH:24]=[CH:23][N:22]=3)[CH:20]=2)=[CH:11][CH:10]=1)(=[O:8])=[O:7])(C)(C)C, predict the reaction product. The product is: [S:6]([C:9]1[CH:10]=[CH:11][C:12]([C:15]2[C:16](=[O:33])[N:17]([C:27]3[CH:28]=[CH:29][CH:30]=[CH:31][CH:32]=3)[CH:18]=[C:19]([C:21]3[CH:26]=[CH:25][CH:24]=[CH:23][N:22]=3)[CH:20]=2)=[CH:13][CH:14]=1)(=[O:7])(=[O:8])[NH2:5]. (10) Given the reactants [H-].[Na+].CN(C)C=O.[Cl:8][C:9]1[N:10]=[C:11]([N:19]2[CH2:23][CH2:22][C@H:21]([NH:24][C:25](=[O:31])[O:26][C:27]([CH3:30])([CH3:29])[CH3:28])[CH2:20]2)[C:12]2[N:18]=[CH:17][CH:16]=[CH:15][C:13]=2[N:14]=1.Br[CH2:33][CH2:34][CH3:35], predict the reaction product. The product is: [Cl:8][C:9]1[N:10]=[C:11]([N:19]2[CH2:23][CH2:22][C@H:21]([N:24]([CH2:33][CH2:34][CH3:35])[C:25](=[O:31])[O:26][C:27]([CH3:28])([CH3:30])[CH3:29])[CH2:20]2)[C:12]2[N:18]=[CH:17][CH:16]=[CH:15][C:13]=2[N:14]=1.